This data is from Peptide-MHC class I binding affinity with 185,985 pairs from IEDB/IMGT. The task is: Regression. Given a peptide amino acid sequence and an MHC pseudo amino acid sequence, predict their binding affinity value. This is MHC class I binding data. (1) The peptide sequence is QAQTRHPAT. The MHC is HLA-A02:01 with pseudo-sequence HLA-A02:01. The binding affinity (normalized) is 0. (2) The peptide sequence is MPIEPGDIGC. The MHC is HLA-B35:01 with pseudo-sequence HLA-B35:01. The binding affinity (normalized) is 0.550. (3) The peptide sequence is MMAKSNSPF. The MHC is HLA-A68:23 with pseudo-sequence HLA-A68:23. The binding affinity (normalized) is 0.650. (4) The peptide sequence is SDYLELDTI. The MHC is HLA-B53:01 with pseudo-sequence HLA-B53:01. The binding affinity (normalized) is 0.